This data is from Forward reaction prediction with 1.9M reactions from USPTO patents (1976-2016). The task is: Predict the product of the given reaction. (1) Given the reactants [C:1]([NH:9][C:10]1[S:11][C:12]([C:16]([O:18]CC)=[O:17])=[C:13]([CH3:15])[N:14]=1)(=[O:8])[C:2]1[CH:7]=[CH:6][N:5]=[CH:4][CH:3]=1.[OH-].[Na+], predict the reaction product. The product is: [C:1]([NH:9][C:10]1[S:11][C:12]([C:16]([OH:18])=[O:17])=[C:13]([CH3:15])[N:14]=1)(=[O:8])[C:2]1[CH:7]=[CH:6][N:5]=[CH:4][CH:3]=1. (2) Given the reactants Br[C:2]1[CH:3]=[C:4]2[C:8](=[CH:9][CH:10]=1)[NH:7][C:6]([C:11]([NH2:13])=[O:12])=[C:5]2[S:14]([N:17]1[CH2:22][CH2:21][O:20][CH2:19][CH2:18]1)(=[O:16])=[O:15].CCOC(C)=O, predict the reaction product. The product is: [N:17]1([S:14]([C:5]2[C:4]3[C:8](=[CH:9][CH:10]=[CH:2][CH:3]=3)[NH:7][C:6]=2[C:11]([NH2:13])=[O:12])(=[O:15])=[O:16])[CH2:18][CH2:19][O:20][CH2:21][CH2:22]1. (3) Given the reactants CCN=C=NCCCN(C)C.[NH2:12][C:13]1[C:14]([C:20]([OH:22])=O)=[N:15][C:16]([Br:19])=[CH:17][N:18]=1.[NH2:23][C:24]1[CH:47]=[CH:46][CH:45]=[CH:44][C:25]=1[O:26][CH2:27][CH2:28][O:29][CH2:30][CH2:31][O:32][CH2:33][CH2:34][N:35]([CH3:43])[C:36](=[O:42])[O:37][C:38]([CH3:41])([CH3:40])[CH3:39].OC1C2N=NNC=2C=CC=1, predict the reaction product. The product is: [NH2:12][C:13]1[C:14]([C:20]([NH:23][C:24]2[CH:47]=[CH:46][CH:45]=[CH:44][C:25]=2[O:26][CH2:27][CH2:28][O:29][CH2:30][CH2:31][O:32][CH2:33][CH2:34][N:35]([CH3:43])[C:36](=[O:42])[O:37][C:38]([CH3:39])([CH3:40])[CH3:41])=[O:22])=[N:15][C:16]([Br:19])=[CH:17][N:18]=1. (4) Given the reactants Cl[C:2]1[N:7]=[C:6]([Cl:8])[C:5]([C:9]([F:12])([F:11])[F:10])=[CH:4][N:3]=1.C(OCC)C.[NH2:18][C:19]1[CH:24]=[CH:23][C:22]([CH:25]2[CH2:30][CH2:29][CH2:28][N:27]([C:31]([O:33][C:34]([CH3:37])([CH3:36])[CH3:35])=[O:32])[CH2:26]2)=[CH:21][CH:20]=1.C(N(CC)CC)C, predict the reaction product. The product is: [Cl:8][C:6]1[C:5]([C:9]([F:12])([F:11])[F:10])=[CH:4][N:3]=[C:2]([NH:18][C:19]2[CH:20]=[CH:21][C:22]([CH:25]3[CH2:30][CH2:29][CH2:28][N:27]([C:31]([O:33][C:34]([CH3:37])([CH3:36])[CH3:35])=[O:32])[CH2:26]3)=[CH:23][CH:24]=2)[N:7]=1. (5) Given the reactants [C:1]1([O:8][CH3:9])[C:2](=[CH:4][CH:5]=[CH:6][CH:7]=1)[OH:3].[C:10]1(=[O:16])[O:15][C:13](=[O:14])[CH2:12][CH2:11]1.C(Cl)Cl, predict the reaction product. The product is: [C:10]([OH:15])(=[O:16])[CH2:11][CH2:12][C:13]([OH:3])=[O:14].[C:1]1([O:8][CH3:9])[C:2](=[CH:4][CH:5]=[CH:6][CH:7]=1)[OH:3]. (6) Given the reactants [C:1]([O:5][C:6](=[O:22])[NH:7][C@@H:8]([CH2:13][C:14]1[CH:19]=[CH:18][C:17]([F:20])=[C:16]([F:21])[CH:15]=1)[C:9](=[O:12])[CH2:10]Br)([CH3:4])([CH3:3])[CH3:2].[BH4-].[Na+], predict the reaction product. The product is: [C:1]([O:5][C:6](=[O:22])[NH:7][C@H:8]([C@H:9]1[CH2:10][O:12]1)[CH2:13][C:14]1[CH:19]=[CH:18][C:17]([F:20])=[C:16]([F:21])[CH:15]=1)([CH3:4])([CH3:3])[CH3:2].